Regression/Classification. Given a drug SMILES string, predict its absorption, distribution, metabolism, or excretion properties. Task type varies by dataset: regression for continuous measurements (e.g., permeability, clearance, half-life) or binary classification for categorical outcomes (e.g., BBB penetration, CYP inhibition). Dataset: cyp2c19_veith. From a dataset of CYP2C19 inhibition data for predicting drug metabolism from PubChem BioAssay. (1) The result is 1 (inhibitor). The drug is O=S(=O)(c1ccccc1)N1CCC2(CCN(c3ccc(-c4ccccc4)cc3)CC2)CC1. (2) The molecule is CCCCCCCCCCCCCCCCCC(=O)NC[C@@H](COP(=O)([O-])OCC[N+](C)(C)C)OCC. The result is 1 (inhibitor). (3) The molecule is COc1cccc2c1C(=N)c1c(O)c3c(c(O)c1C2=O)C[C@](O)(C(C)=O)C[C@@H]3O[C@H]1C[C@H](N)[C@@H](O)[C@H](C)O1. The result is 0 (non-inhibitor).